Task: Predict the reactants needed to synthesize the given product.. Dataset: Full USPTO retrosynthesis dataset with 1.9M reactions from patents (1976-2016) Given the product [C:31]([O:25][C@@H:6]1[C@@H:5]([Br:36])[C@@H:9]([CH2:10][O:11][C:12](=[O:14])[CH3:13])[O:8][C@H:7]1[N:15]1[CH:16]=[N:17][C:18]2[C:24]1=[N:23][CH:22]=[N:21][C:19]=2[NH2:20])(=[O:32])[CH3:30], predict the reactants needed to synthesize it. The reactants are: C(O[C@@H:5]1[C@@H:9]([CH2:10][O:11][C:12](=[O:14])[CH3:13])[O:8][C@@H:7]([N:15]2[C:24]3[N:23]=[CH:22][N:21]=[C:19]([NH2:20])[C:18]=3[N:17]=[CH:16]2)[C@@H:6]1[OH:25])(=O)C.B(F)(F)F.[CH3:30][CH2:31][O:32]CC.P(Br)(Br)[Br:36].